This data is from Merck oncology drug combination screen with 23,052 pairs across 39 cell lines. The task is: Regression. Given two drug SMILES strings and cell line genomic features, predict the synergy score measuring deviation from expected non-interaction effect. (1) Drug 1: O=C(NOCC(O)CO)c1ccc(F)c(F)c1Nc1ccc(I)cc1F. Drug 2: CC(C)CC(NC(=O)C(Cc1ccccc1)NC(=O)c1cnccn1)B(O)O. Cell line: DLD1. Synergy scores: synergy=14.6. (2) Drug 1: O=C(NOCC(O)CO)c1ccc(F)c(F)c1Nc1ccc(I)cc1F. Drug 2: CNC(=O)c1cc(Oc2ccc(NC(=O)Nc3ccc(Cl)c(C(F)(F)F)c3)cc2)ccn1. Cell line: MSTO. Synergy scores: synergy=-23.5. (3) Drug 2: Cn1cc(-c2cnn3c(N)c(Br)c(C4CCCNC4)nc23)cn1. Drug 1: CC(C)CC(NC(=O)C(Cc1ccccc1)NC(=O)c1cnccn1)B(O)O. Synergy scores: synergy=0.818. Cell line: OCUBM. (4) Drug 1: Nc1ccn(C2OC(CO)C(O)C2(F)F)c(=O)n1. Drug 2: O=C(NOCC(O)CO)c1ccc(F)c(F)c1Nc1ccc(I)cc1F. Cell line: LNCAP. Synergy scores: synergy=19.0. (5) Drug 1: O=P1(N(CCCl)CCCl)NCCCO1. Drug 2: CC1(c2nc3c(C(N)=O)cccc3[nH]2)CCCN1. Cell line: MDAMB436. Synergy scores: synergy=3.14. (6) Drug 1: Nc1ccn(C2OC(CO)C(O)C2(F)F)c(=O)n1. Drug 2: COC1=C2CC(C)CC(OC)C(O)C(C)C=C(C)C(OC(N)=O)C(OC)C=CC=C(C)C(=O)NC(=CC1=O)C2=O. Cell line: NCIH2122. Synergy scores: synergy=-8.97.